From a dataset of Forward reaction prediction with 1.9M reactions from USPTO patents (1976-2016). Predict the product of the given reaction. (1) Given the reactants NC1C=CC(OC)=C2C=1C(=O)N(C)C2.[CH2:15]([O:17][C:18]1[CH:26]=[CH:25][C:24]([N+:27]([O-])=O)=[C:23]2[C:19]=1[CH2:20][N:21]([CH3:31])[C:22]2=[O:30])[CH3:16], predict the reaction product. The product is: [NH2:27][C:24]1[CH:25]=[CH:26][C:18]([O:17][CH2:15][CH3:16])=[C:19]2[C:23]=1[C:22](=[O:30])[N:21]([CH3:31])[CH2:20]2. (2) The product is: [O:29]=[S:27]1(=[O:30])[CH2:26][C:25]2[CH:31]=[C:21]([NH:20][C:14](=[O:16])[C:13]([N:10]3[CH2:9][CH2:8][CH:7]([CH2:6][C:5]4[CH:4]=[CH:3][C:2]([CH3:1])=[CH:19][CH:18]=4)[CH2:12][CH2:11]3)=[O:17])[CH:22]=[CH:23][C:24]=2[NH:28]1. Given the reactants [CH3:1][C:2]1[CH:19]=[CH:18][C:5]([CH2:6][CH:7]2[CH2:12][CH2:11][N:10]([C:13](=[O:17])[C:14]([OH:16])=O)[CH2:9][CH2:8]2)=[CH:4][CH:3]=1.[NH2:20][C:21]1[CH:22]=[CH:23][C:24]2[NH:28][S:27](=[O:30])(=[O:29])[CH2:26][C:25]=2[CH:31]=1, predict the reaction product. (3) Given the reactants [Cl:1][C:2]1[CH:3]=[C:4]([C:9]([OH:11])=O)[CH:5]=[N:6][C:7]=1[Cl:8].S(Cl)(Cl)=O.N1C=CC=CC=1.[Cl:22][C:23]1[CH:24]=[CH:25][C:26]([O:37][CH2:38][CH:39]([CH3:41])[CH3:40])=[C:27]([CH2:29][N:30]2[C:34]([CH3:35])=[CH:33][C:32]([NH2:36])=[N:31]2)[CH:28]=1, predict the reaction product. The product is: [Cl:1][C:2]1[CH:3]=[C:4]([C:9]([NH:36][C:32]2[CH:33]=[C:34]([CH3:35])[N:30]([CH2:29][C:27]3[CH:28]=[C:23]([Cl:22])[CH:24]=[CH:25][C:26]=3[O:37][CH2:38][CH:39]([CH3:41])[CH3:40])[N:31]=2)=[O:11])[CH:5]=[N:6][C:7]=1[Cl:8]. (4) Given the reactants [F:1][C:2]1[CH:3]=[C:4]2[C:8](=[CH:9][CH:10]=1)[NH:7][C:6](=[O:11])[CH2:5]2.[CH:12]([C:14]1[NH:18][C:17]([CH3:19])=[C:16]([C:20]([OH:22])=[O:21])[C:15]=1[CH3:23])=O, predict the reaction product. The product is: [F:1][C:2]1[CH:3]=[C:4]2[C:8](=[CH:9][CH:10]=1)[NH:7][C:6](=[O:11])[C:5]2=[CH:12][C:14]1[NH:18][C:17]([CH3:19])=[C:16]([C:20]([OH:22])=[O:21])[C:15]=1[CH3:23].